Dataset: Full USPTO retrosynthesis dataset with 1.9M reactions from patents (1976-2016). Task: Predict the reactants needed to synthesize the given product. (1) Given the product [Cl:6][C:7]1[N:12]=[CH:11][C:10]([C:13]2([C:14]#[N:15])[CH2:4][CH2:3]2)=[CH:9][CH:8]=1, predict the reactants needed to synthesize it. The reactants are: [OH-].[Na+].[C:3](#N)[CH3:4].[Cl:6][C:7]1[N:12]=[CH:11][C:10]([CH2:13][C:14]#[N:15])=[CH:9][CH:8]=1.BrCCBr. (2) Given the product [C:16]([NH:12][C:8]([C:5]1[CH:4]=[CH:3][C:2]([OH:1])=[CH:7][N:6]=1)=[O:10])([CH3:17])([CH3:21])[CH3:15], predict the reactants needed to synthesize it. The reactants are: [OH:1][C:2]1[CH:3]=[CH:4][C:5]([C:8]([OH:10])=O)=[N:6][CH:7]=1.O[N:12]1[C:16]2[CH:17]=CC=C[C:15]=2N=N1.[CH2:21](N(CC)CC)C.Cl.C(N=C=NCCCN(C)C)C.